From a dataset of Forward reaction prediction with 1.9M reactions from USPTO patents (1976-2016). Predict the product of the given reaction. (1) Given the reactants [CH3:1][N:2]1[C@@H:7]2[C@@H:8]3[O:10][C@@H:9]3[C@H:3]1[CH2:4][C@@H:5]([O:11]C([C@@H](C1C=CC=CC=1)CO)=O)[CH2:6]2.O.O.O.Br.[BH4-].[Na+].O.[ClH:30], predict the reaction product. The product is: [CH3:1][N:2]1[C@@H:7]2[C@@H:8]3[O:10][C@@H:9]3[C@H:3]1[CH2:4][CH:5]([OH:11])[CH2:6]2.[ClH:30]. (2) Given the reactants ClC1C=CC([C@@H:8]([CH2:32]NC(C)C)[C:9]([N:11]2[CH2:16][CH2:15][N:14]([C:17]3[CH:22]=[CH:21][N:20]=[C:19]4[NH:23][CH:24]=[C:25]([NH:26][C:27](=[O:31])[CH2:28]CC)[C:18]=34)[CH2:13][CH2:12]2)=O)=CC=1.C(OCC(O)=O)[C:38]1[CH:43]=[CH:42][CH:41]=[CH:40][CH:39]=1.O=C1N([ClH]P([ClH]N2[CH2:63][CH2:62]OC2=O)=O)CCO1.[CH2:65](N(CC)CC)[CH3:66].C([O-])([O-])=O.[Na+].[Na+].[CH3:78][OH:79], predict the reaction product. The product is: [CH2:78]([O:79][CH2:28][C:27]([NH:26][C:25]1[C:18]2[C:19](=[N:20][CH:21]=[CH:22][C:17]=2[N:14]2[CH2:13][CH2:12][N:11]([CH2:9][C:8]3[CH:63]=[CH:62][CH:66]=[CH:65][CH:32]=3)[CH2:16][CH2:15]2)[NH:23][CH:24]=1)=[O:31])[C:38]1[CH:39]=[CH:40][CH:41]=[CH:42][CH:43]=1. (3) Given the reactants [CH2:1]([O:8][C:9](=[O:23])[CH2:10][C@@H:11]([C:20](O)=[O:21])[NH:12][C:13]([O:15][C:16]([CH3:19])([CH3:18])[CH3:17])=[O:14])[C:2]1[CH:7]=[CH:6][CH:5]=[CH:4][CH:3]=1.CN1CCOCC1.C(OC(Cl)=O)C(C)C.[BH4-].[Na+], predict the reaction product. The product is: [CH2:1]([O:8][C:9](=[O:23])[CH2:10][C@H:11]([NH:12][C:13]([O:15][C:16]([CH3:18])([CH3:17])[CH3:19])=[O:14])[CH2:20][OH:21])[C:2]1[CH:7]=[CH:6][CH:5]=[CH:4][CH:3]=1. (4) Given the reactants [F:1][C:2]([F:17])([F:16])[C:3]([C:9]1[S:13][C:12]([CH2:14]O)=[N:11][CH:10]=1)([OH:8])[C:4]([F:7])([F:6])[F:5].C(N(CC)CC)C.CS(Cl)(=O)=O.[CH:30]1([CH2:33][NH:34][C:35]([NH:37][C:38]2[CH:43]=[CH:42][C:41]([C:44]([N:46]3[CH2:51][CH2:50][NH:49][CH2:48][CH2:47]3)=[O:45])=[CH:40][CH:39]=2)=[O:36])[CH2:32][CH2:31]1.C(=O)([O-])[O-].[K+].[K+], predict the reaction product. The product is: [CH:30]1([CH2:33][NH:34][C:35]([NH:37][C:38]2[CH:39]=[CH:40][C:41]([C:44]([N:46]3[CH2:51][CH2:50][N:49]([CH2:14][C:12]4[S:13][C:9]([C:3]([OH:8])([C:4]([F:7])([F:6])[F:5])[C:2]([F:17])([F:16])[F:1])=[CH:10][N:11]=4)[CH2:48][CH2:47]3)=[O:45])=[CH:42][CH:43]=2)=[O:36])[CH2:31][CH2:32]1. (5) The product is: [CH2:1]([N:8]1[C:14](=[O:15])[C:13]2[CH:16]=[CH:17][C:18]([O:27][C:21]3[CH:26]=[CH:25][CH:24]=[CH:23][CH:22]=3)=[N:19][C:12]=2[O:11][CH2:10][CH2:9]1)[C:2]1[CH:7]=[CH:6][CH:5]=[CH:4][CH:3]=1. Given the reactants [CH2:1]([N:8]1[C:14](=[O:15])[C:13]2[CH:16]=[CH:17][C:18](F)=[N:19][C:12]=2[O:11][CH2:10][CH2:9]1)[C:2]1[CH:7]=[CH:6][CH:5]=[CH:4][CH:3]=1.[C:21]1([OH:27])[CH:26]=[CH:25][CH:24]=[CH:23][CH:22]=1.C(=O)([O-])[O-].[K+].[K+].CN(C=O)C, predict the reaction product.